Dataset: Reaction yield outcomes from USPTO patents with 853,638 reactions. Task: Predict the reaction yield, written as a fraction of the theoretical maximum amount of product (1.0 means a 100% yield; for example, 0.34 means a 34% yield). The reactants are [C:1]([C:5]1[N:10]=[C:9](O)[CH:8]=[C:7]([CH2:12][CH2:13][O:14][CH3:15])[N:6]=1)([CH3:4])([CH3:3])[CH3:2].O=P(Cl)(Cl)[Cl:18].O. The catalyst is C1(C)C=CC=CC=1.CN(C=O)C. The product is [C:1]([C:5]1[N:10]=[C:9]([Cl:18])[CH:8]=[C:7]([CH2:12][CH2:13][O:14][CH3:15])[N:6]=1)([CH3:4])([CH3:3])[CH3:2]. The yield is 0.920.